This data is from Full USPTO retrosynthesis dataset with 1.9M reactions from patents (1976-2016). The task is: Predict the reactants needed to synthesize the given product. (1) Given the product [C:50]1([CH2:49][O:48][C:46]([N:43]2[CH2:42][CH2:41][N:40]([CH:37]3[CH2:38][CH2:39][N:34]([C:3]4[CH:4]=[C:5]([O:11][CH3:12])[C:6]([N+:8]([O-:10])=[O:9])=[CH:7][C:2]=4[Cl:1])[CH2:35][CH2:36]3)[CH2:45][CH2:44]2)=[O:47])[CH:55]=[CH:54][CH:53]=[CH:52][CH:51]=1, predict the reactants needed to synthesize it. The reactants are: [Cl:1][C:2]1[CH:7]=[C:6]([N+:8]([O-:10])=[O:9])[C:5]([O:11][CH3:12])=[CH:4][C:3]=1F.C([O-])([O-])=O.[K+].[K+].FC(F)(F)C(O)=O.FC(F)(F)C(O)=O.[NH:34]1[CH2:39][CH2:38][CH:37]([N:40]2[CH2:45][CH2:44][N:43]([C:46]([O:48][CH2:49][C:50]3[CH:55]=[CH:54][CH:53]=[CH:52][CH:51]=3)=[O:47])[CH2:42][CH2:41]2)[CH2:36][CH2:35]1.O. (2) Given the product [CH3:13][O:12][C:5]1[CH:4]=[C:3]([CH2:2][N:16]([CH3:17])[CH3:14])[CH:8]=[CH:7][C:6]=1[N+:9]([O-:11])=[O:10], predict the reactants needed to synthesize it. The reactants are: Br[CH2:2][C:3]1[CH:8]=[CH:7][C:6]([N+:9]([O-:11])=[O:10])=[C:5]([O:12][CH3:13])[CH:4]=1.[CH2:14]([N:16](CC)[CH2:17]C)C.CNC. (3) Given the product [N:39]1[CH:38]=[CH:37][N:34]2[CH:35]=[CH:36][C:31]([CH2:30][NH:29][C:27]([NH:26][C:23]3[CH:24]=[CH:25][C:20]([C:8]4[CH:7]=[N:6][N:5]([CH2:1][CH2:2][CH3:4])[CH:9]=4)=[CH:21][CH:22]=3)=[O:28])=[CH:32][C:33]=12, predict the reactants needed to synthesize it. The reactants are: [CH2:1]([N:5]1[CH:9]=[C:8](B2OC(C)(C)C(C)(C)O2)[CH:7]=[N:6]1)[CH:2]([CH3:4])C.Br[C:20]1[CH:25]=[CH:24][C:23]([NH:26][C:27]([NH:29][CH2:30][C:31]2[CH:36]=[CH:35][N:34]3[CH:37]=[CH:38][N:39]=[C:33]3[CH:32]=2)=[O:28])=[CH:22][CH:21]=1.BrC1C=CC(N)=CC=1.